Dataset: Catalyst prediction with 721,799 reactions and 888 catalyst types from USPTO. Task: Predict which catalyst facilitates the given reaction. (1) Reactant: Br[C:2]1[CH:7]=[CH:6][C:5]([O:8][CH3:9])=[C:4]([O:10][CH2:11][CH:12]2[CH2:14][CH2:13]2)[CH:3]=1.C([Li])(CC)C.C(O[B:24]1[O:28][C:27]([CH3:30])([CH3:29])[C:26]([CH3:32])([CH3:31])[O:25]1)(C)C.[Cl-].[NH4+]. Product: [CH:12]1([CH2:11][O:10][C:4]2[CH:3]=[C:2]([B:24]3[O:28][C:27]([CH3:30])([CH3:29])[C:26]([CH3:32])([CH3:31])[O:25]3)[CH:7]=[CH:6][C:5]=2[O:8][CH3:9])[CH2:14][CH2:13]1. The catalyst class is: 7. (2) Reactant: [CH:1]1[C:10]2[C:5](=[CH:6][CH:7]=[CH:8][CH:9]=2)[CH:4]=[CH:3][C:2]=1[CH2:11][O:12][CH:13]1[CH:18]([C:19]2[CH:24]=[CH:23][C:22]([CH2:25][O:26]C(C3C=CC=CC=3)(C3C=CC=CC=3)C3C=CC=CC=3)=[CH:21][CH:20]=2)[CH2:17][CH2:16][N:15](C(OC(C)(C)C)=O)[CH2:14]1.Cl. Product: [CH:1]1[C:10]2[C:5](=[CH:6][CH:7]=[CH:8][CH:9]=2)[CH:4]=[CH:3][C:2]=1[CH2:11][O:12][CH:13]1[CH:18]([C:19]2[CH:20]=[CH:21][C:22]([CH2:25][OH:26])=[CH:23][CH:24]=2)[CH2:17][CH2:16][NH:15][CH2:14]1. The catalyst class is: 5.